This data is from Full USPTO retrosynthesis dataset with 1.9M reactions from patents (1976-2016). The task is: Predict the reactants needed to synthesize the given product. (1) Given the product [F:10][CH:9]([F:11])[C:3]1[CH:4]=[CH:5][C:6]([F:8])=[CH:7][C:2]=1[C:19](=[O:21])[CH3:20], predict the reactants needed to synthesize it. The reactants are: Br[C:2]1[CH:7]=[C:6]([F:8])[CH:5]=[CH:4][C:3]=1[CH:9]([F:11])[F:10].C([Li])CCC.CN(OC)[C:19](=[O:21])[CH3:20]. (2) Given the product [Cl:25][C:16]1[C:15]2[C:10](=[CH:11][C:12]([C:19]([F:22])([F:21])[F:20])=[CH:13][CH:14]=2)[N:9]=[C:8]([C:5]2[CH:6]=[CH:7][C:2]([Cl:1])=[CH:3][CH:4]=2)[N:17]=1, predict the reactants needed to synthesize it. The reactants are: [Cl:1][C:2]1[CH:7]=[CH:6][C:5]([C:8]2[NH:17][C:16](=O)[C:15]3[C:10](=[CH:11][C:12]([C:19]([F:22])([F:21])[F:20])=[CH:13][CH:14]=3)[N:9]=2)=[CH:4][CH:3]=1.P(Cl)(Cl)([Cl:25])=O. (3) Given the product [Br:1][C:2]1[C:3]([CH3:16])=[CH:4][C:5]([O:6][CH2:7][CH2:8][C:9]2([OH:11])[CH2:18][CH2:17]2)=[CH:13][C:14]=1[CH3:15], predict the reactants needed to synthesize it. The reactants are: [Br:1][C:2]1[C:14]([CH3:15])=[CH:13][C:5]([O:6][CH2:7][CH2:8][C:9]([O:11]C)=O)=[CH:4][C:3]=1[CH3:16].[CH2:17]([Mg]Br)[CH3:18]. (4) The reactants are: [NH:1]1[CH2:6][CH2:5][C:4]2([O:11][C:10](=[O:12])[NH:9][C:8]3[CH:13]=[CH:14][CH:15]=[CH:16][C:7]2=3)[CH2:3][CH2:2]1.O=[C:18]1[CH2:23][CH2:22][N:21]([C:24]([O:26][C:27]([CH3:30])([CH3:29])[CH3:28])=[O:25])[CH2:20][CH2:19]1.C(O)(=O)C.C(O[BH-](OC(=O)C)OC(=O)C)(=O)C.[Na+]. Given the product [O:12]=[C:10]1[NH:9][C:8]2[CH:13]=[CH:14][CH:15]=[CH:16][C:7]=2[C:4]2([CH2:3][CH2:2][N:1]([CH:18]3[CH2:23][CH2:22][N:21]([C:24]([O:26][C:27]([CH3:30])([CH3:29])[CH3:28])=[O:25])[CH2:20][CH2:19]3)[CH2:6][CH2:5]2)[O:11]1, predict the reactants needed to synthesize it. (5) Given the product [CH2:22]([O:29][C:30]1[CH:31]=[C:32]([C:2]2[CH:3]=[CH:4][C:5]([N:8]3[CH2:14][CH2:13][CH2:12][N:11]([C:15]4[CH:20]=[CH:19][C:18]([C:46]5[CH:51]=[C:52]([O:56][CH3:57])[C:53]([O:54][CH3:55])=[C:44]([O:43][CH2:22][C:23]6[CH:28]=[CH:27][CH:26]=[CH:25][CH:24]=6)[CH:45]=5)=[CH:17][N:16]=4)[CH2:10][CH2:9]3)=[N:6][CH:7]=2)[CH:33]=[C:34]([O:38][CH3:39])[C:35]=1[O:36][CH3:37])[C:23]1[CH:28]=[CH:27][CH:26]=[CH:25][CH:24]=1, predict the reactants needed to synthesize it. The reactants are: Br[C:2]1[CH:3]=[CH:4][C:5]([N:8]2[CH2:14][CH2:13][CH2:12][N:11]([C:15]3[CH:20]=[CH:19][C:18](Br)=[CH:17][N:16]=3)[CH2:10][CH2:9]2)=[N:6][CH:7]=1.[CH2:22]([O:29][C:30]1[CH:31]=[C:32](B(O)O)[CH:33]=[C:34]([O:38][CH3:39])[C:35]=1[O:36][CH3:37])[C:23]1[CH:28]=[CH:27][CH:26]=[CH:25][CH:24]=1.[OH:43][C:44]1[CH:45]=[C:46]([CH:51]=[C:52]([O:56][CH3:57])[C:53]=1[O:54][CH3:55])C(OC)=O. (6) Given the product [Cl:1][C:2]1[CH:10]=[C:9]([I:20])[C:5]([C:6]([OH:8])=[O:7])=[C:4]([F:11])[CH:3]=1, predict the reactants needed to synthesize it. The reactants are: [Cl:1][C:2]1[CH:10]=[CH:9][C:5]([C:6]([OH:8])=[O:7])=[C:4]([F:11])[CH:3]=1.C(O)(=O)C.C(O)(=O)C.[I:20]C1C=CC=CC=1.II.CN(C=O)C. (7) Given the product [CH3:1][O:2][C:3]1[N:13]=[CH:12][C:11]2[S:10][CH2:9][CH2:8][N:7]([CH2:14][C:15]3[CH:24]=[CH:23][C:18]([C:19]([OH:21])=[O:20])=[CH:17][CH:16]=3)[CH2:6][C:5]=2[CH:4]=1, predict the reactants needed to synthesize it. The reactants are: [CH3:1][O:2][C:3]1[N:13]=[CH:12][C:11]2[S:10][CH2:9][CH2:8][N:7]([CH2:14][C:15]3[CH:24]=[CH:23][C:18]([C:19]([O:21]C)=[O:20])=[CH:17][CH:16]=3)[CH2:6][C:5]=2[CH:4]=1.[OH-].[Li+].CO.C1COCC1.